Dataset: Peptide-MHC class I binding affinity with 185,985 pairs from IEDB/IMGT. Task: Regression. Given a peptide amino acid sequence and an MHC pseudo amino acid sequence, predict their binding affinity value. This is MHC class I binding data. (1) The peptide sequence is IMAVGMVSIL. The MHC is HLA-B15:01 with pseudo-sequence HLA-B15:01. The binding affinity (normalized) is 0.523. (2) The peptide sequence is FPTQADAIG. The MHC is HLA-A68:02 with pseudo-sequence HLA-A68:02. The binding affinity (normalized) is 0.0847. (3) The peptide sequence is ALIAVLTGGV. The MHC is HLA-A02:17 with pseudo-sequence HLA-A02:17. The binding affinity (normalized) is 0.495. (4) The peptide sequence is EPEKDIRELL. The MHC is HLA-B54:01 with pseudo-sequence HLA-B54:01. The binding affinity (normalized) is 0.0673. (5) The peptide sequence is VRFPNITNL. The MHC is HLA-A11:01 with pseudo-sequence HLA-A11:01. The binding affinity (normalized) is 0.0914. (6) The peptide sequence is DWIMVLVLPK. The MHC is HLA-A68:01 with pseudo-sequence HLA-A68:01. The binding affinity (normalized) is 0.261. (7) The peptide sequence is VAAKGAPAL. The MHC is HLA-B57:01 with pseudo-sequence HLA-B57:01. The binding affinity (normalized) is 0.0847.